From a dataset of Full USPTO retrosynthesis dataset with 1.9M reactions from patents (1976-2016). Predict the reactants needed to synthesize the given product. Given the product [Br:1][C:2]1[CH:7]=[CH:6][CH:5]=[CH:4][C:3]=1[O:8][CH:14]1[CH2:18][CH2:17][N:16]([CH:19]2[CH2:21][CH2:20]2)[CH2:15]1, predict the reactants needed to synthesize it. The reactants are: [Br:1][C:2]1[CH:7]=[CH:6][CH:5]=[CH:4][C:3]=1[OH:8].CS(O[CH:14]1[CH2:18][CH2:17][N:16]([CH:19]2[CH2:21][CH2:20]2)[CH2:15]1)(=O)=O.